Dataset: Catalyst prediction with 721,799 reactions and 888 catalyst types from USPTO. Task: Predict which catalyst facilitates the given reaction. (1) Reactant: C[Si]([C:5]#[C:6][C:7]1[CH:8]=[CH:9][C:10]([N:13]2[CH2:18][CH2:17][N:16]([C:19]([O:21][C:22]([CH3:25])([CH3:24])[CH3:23])=[O:20])[CH2:15][CH2:14]2)=[N:11][CH:12]=1)(C)C.[F-].C([N+](CCCC)(CCCC)CCCC)CCC.O. Product: [C:6]([C:7]1[CH:8]=[CH:9][C:10]([N:13]2[CH2:14][CH2:15][N:16]([C:19]([O:21][C:22]([CH3:25])([CH3:24])[CH3:23])=[O:20])[CH2:17][CH2:18]2)=[N:11][CH:12]=1)#[CH:5]. The catalyst class is: 1. (2) Reactant: [NH2:1][CH:2]([C:8]1[CH:13]=[CH:12][C:11]([O:14][CH3:15])=[C:10]([O:16][CH3:17])[CH:9]=1)[CH2:3][C:4]([O:6]C)=[O:5].N[C@H](C1C=CC(OC)=C(OC)C=1)CC(OC)=O.C(Cl)Cl. Product: [NH2:1][C@H:2]([C:8]1[CH:13]=[CH:12][C:11]([O:14][CH3:15])=[C:10]([O:16][CH3:17])[CH:9]=1)[CH2:3][C:4]([OH:6])=[O:5]. The catalyst class is: 7.